This data is from Catalyst prediction with 721,799 reactions and 888 catalyst types from USPTO. The task is: Predict which catalyst facilitates the given reaction. (1) Reactant: [C:1]([O:5][C:6]([N:8]([CH3:31])[CH2:9][CH2:10][N:11]([CH2:13][C:14]1[C:22]2[C:17](=[CH:18][CH:19]=[CH:20][C:21]=2[OH:23])[N:16]([C:24]([O:26][C:27]([CH3:30])([CH3:29])[CH3:28])=[O:25])[N:15]=1)[CH3:12])=[O:7])([CH3:4])([CH3:3])[CH3:2].CS(O[CH2:37][CH2:38][CH2:39][CH:40]1[CH2:44][O:43][C:42]([CH3:46])([CH3:45])[O:41]1)(=O)=O.C(=O)([O-])[O-].[Cs+].[Cs+]. Product: [C:1]([O:5][C:6]([N:8]([CH3:31])[CH2:9][CH2:10][N:11]([CH2:13][C:14]1[C:22]2[C:17](=[CH:18][CH:19]=[CH:20][C:21]=2[O:23][CH2:37][CH2:38][CH2:39][CH:40]2[CH2:44][O:43][C:42]([CH3:46])([CH3:45])[O:41]2)[N:16]([C:24]([O:26][C:27]([CH3:30])([CH3:29])[CH3:28])=[O:25])[N:15]=1)[CH3:12])=[O:7])([CH3:3])([CH3:2])[CH3:4]. The catalyst class is: 10. (2) Product: [OH:1][CH2:2][CH:3]1[CH2:12][N:7]2[CH2:8][CH2:9][N:10]([C:14]3[N:19]=[CH:18][CH:17]=[CH:16][N:15]=3)[CH2:11][CH:6]2[CH2:5][CH2:4]1. The catalyst class is: 6. Reactant: [OH:1][CH2:2][CH:3]1[CH2:12][N:7]2[CH2:8][CH2:9][NH:10][CH2:11][CH:6]2[CH2:5][CH2:4]1.Cl[C:14]1[N:19]=[CH:18][CH:17]=[CH:16][N:15]=1.C(=O)([O-])[O-].[Na+].[Na+]. (3) Reactant: C(N(CC)CC)C.[C:8]([NH:11][C:12](=[CH:16][C:17]1[CH:22]=[CH:21][CH:20]=[CH:19][CH:18]=1)[C:13]([OH:15])=[O:14])(=[O:10])[CH3:9].[H][H]. Product: [C:8]([NH:11][C@@H:12]([C:13]([OH:15])=[O:14])[CH2:16][C:17]1[CH:18]=[CH:19][CH:20]=[CH:21][CH:22]=1)(=[O:10])[CH3:9]. The catalyst class is: 5. (4) Reactant: [Cl:1][C:2]1[C:10]2[NH:9][N:8]=[CH:7][C:6]=2[C:5]2[CH2:11][N:12]([CH2:28][C:29]([F:32])([F:31])[F:30])[C:13](=[O:27])[C@H:14]([NH:16]C(=O)OCC3C=CC=CC=3)[CH2:15][C:4]=2[CH:3]=1.C1(OC)C=CC=CC=1.CS(O)(=O)=O.C(OCC)C. Product: [NH2:16][C@H:14]1[C:13](=[O:27])[N:12]([CH2:28][C:29]([F:30])([F:32])[F:31])[CH2:11][C:5]2[C:6]3[CH:7]=[N:8][NH:9][C:10]=3[C:2]([Cl:1])=[CH:3][C:4]=2[CH2:15]1. The catalyst class is: 4. (5) Reactant: [CH:1]1([C:7]2[C:15]3[C:10](=[N:11][C:12]([C:16]([O:18][CH2:19][CH3:20])=[O:17])=[CH:13][CH:14]=3)[N:9]([CH2:21][C:22]([O:24][CH2:25][CH3:26])=[O:23])[CH:8]=2)[CH2:6][CH2:5][CH2:4][CH2:3][CH2:2]1.[Br:27]N1C(=O)CCC1=O. Product: [Br:27][C:8]1[N:9]([CH2:21][C:22]([O:24][CH2:25][CH3:26])=[O:23])[C:10]2=[N:11][C:12]([C:16]([O:18][CH2:19][CH3:20])=[O:17])=[CH:13][CH:14]=[C:15]2[C:7]=1[CH:1]1[CH2:2][CH2:3][CH2:4][CH2:5][CH2:6]1. The catalyst class is: 53.